Dataset: Reaction yield outcomes from USPTO patents with 853,638 reactions. Task: Predict the reaction yield, written as a fraction of the theoretical maximum amount of product (1.0 means a 100% yield; for example, 0.34 means a 34% yield). (1) The reactants are [CH2:1]([C@@H:8]1[NH:13][CH2:12][CH2:11][N:10]([C:14]2[CH:19]=[CH:18][C:17]([O:20][CH3:21])=[C:16]([O:22][CH:23]3[CH2:26][CH2:25][CH2:24]3)[CH:15]=2)[CH2:9]1)[C:2]1[CH:7]=[CH:6][CH:5]=[CH:4][CH:3]=1.C([O:29][C:30](=O)[CH2:31][C:32]1[NH:33][N:34]=[C:35]([CH:37]([CH3:39])[CH3:38])[N:36]=1)C. No catalyst specified. The product is [CH2:1]([C@H:8]1[CH2:9][N:10]([C:14]2[CH:19]=[CH:18][C:17]([O:20][CH3:21])=[C:16]([O:22][CH:23]3[CH2:26][CH2:25][CH2:24]3)[CH:15]=2)[CH2:11][CH2:12][N:13]1[C:30](=[O:29])[CH2:31][C:32]1[NH:33][N:34]=[C:35]([CH:37]([CH3:38])[CH3:39])[N:36]=1)[C:2]1[CH:3]=[CH:4][CH:5]=[CH:6][CH:7]=1. The yield is 0.250. (2) The reactants are CO[C:3](=[O:24])[C:4]1[CH:9]=[CH:8][C:7]([O:10][CH2:11][C:12]2[C:13]([C:17]3[CH:22]=[CH:21][C:20]([F:23])=[CH:19][CH:18]=3)=[N:14][O:15][CH:16]=2)=[N:6][CH:5]=1.[CH:25]1([NH2:28])[CH2:27][CH2:26]1. No catalyst specified. The product is [CH:25]1([NH:28][C:3](=[O:24])[C:4]2[CH:9]=[CH:8][C:7]([O:10][CH2:11][C:12]3[C:13]([C:17]4[CH:18]=[CH:19][C:20]([F:23])=[CH:21][CH:22]=4)=[N:14][O:15][CH:16]=3)=[N:6][CH:5]=2)[CH2:27][CH2:26]1. The yield is 0.280. (3) The reactants are N1C=CC=CC=1.[C:7](Cl)(=[O:15])[O:8][C:9]1[CH:14]=[CH:13][CH:12]=[CH:11][CH:10]=1.[CH2:17]([O:19][C:20]1[N:25]=[C:24]([NH2:26])[CH:23]=[N:22][CH:21]=1)[CH3:18]. The catalyst is C(Cl)Cl. The product is [CH2:17]([O:19][C:20]1[N:25]=[C:24]([NH:26][C:7](=[O:15])[O:8][C:9]2[CH:14]=[CH:13][CH:12]=[CH:11][CH:10]=2)[CH:23]=[N:22][CH:21]=1)[CH3:18]. The yield is 0.726. (4) The reactants are [F:1][C:2]1([F:9])[CH2:7][CH2:6][CH:5]([NH2:8])[CH2:4][CH2:3]1.[Cl:10][C:11]1[CH:16]=[CH:15][C:14]([C:17]2[N:18]=[CH:19][C:20]([C:30](O)=[O:31])=[N:21][C:22]=2[C:23]2[CH:28]=[CH:27][C:26]([Cl:29])=[CH:25][CH:24]=2)=[CH:13][CH:12]=1. The catalyst is C(Cl)Cl. The product is [Cl:10][C:11]1[CH:12]=[CH:13][C:14]([C:17]2[N:18]=[CH:19][C:20]([C:30]([NH:8][CH:5]3[CH2:6][CH2:7][C:2]([F:9])([F:1])[CH2:3][CH2:4]3)=[O:31])=[N:21][C:22]=2[C:23]2[CH:28]=[CH:27][C:26]([Cl:29])=[CH:25][CH:24]=2)=[CH:15][CH:16]=1. The yield is 0.430.